From a dataset of Full USPTO retrosynthesis dataset with 1.9M reactions from patents (1976-2016). Predict the reactants needed to synthesize the given product. (1) Given the product [C:21]([O:25][C:26]([NH:28][C@H:29]([C:33]([N:17]1[CH2:18][CH2:19][CH2:20][N:14]([S:11]([C:6]2[C:5]3[CH:4]=[CH:3][N:2]=[CH:1][C:10]=3[CH:9]=[CH:8][CH:7]=2)(=[O:12])=[O:13])[CH2:15][CH2:16]1)=[O:34])[CH:30]([CH3:31])[CH3:32])=[O:27])([CH3:23])([CH3:24])[CH3:22], predict the reactants needed to synthesize it. The reactants are: [CH:1]1[C:10]2[CH:9]=[CH:8][CH:7]=[C:6]([S:11]([N:14]3[CH2:20][CH2:19][CH2:18][NH:17][CH2:16][CH2:15]3)(=[O:13])=[O:12])[C:5]=2[CH:4]=[CH:3][N:2]=1.[C:21]([O:25][C:26]([NH:28][C@H:29]([C:33](O)=[O:34])[CH:30]([CH3:32])[CH3:31])=[O:27])([CH3:24])([CH3:23])[CH3:22]. (2) Given the product [CH3:1][O:2][C:3]1[CH:4]=[C:5]([CH2:9][CH2:10][NH:11][C:12](=[O:14])[CH3:13])[CH:6]=[CH:7][CH:8]=1, predict the reactants needed to synthesize it. The reactants are: [CH3:1][O:2][C:3]1[CH:4]=[C:5]([CH2:9][CH2:10][NH2:11])[CH:6]=[CH:7][CH:8]=1.[C:12](OC(=O)C)(=[O:14])[CH3:13]. (3) Given the product [CH3:20][O:21][C:22]1[CH:30]=[CH:29][C:25]([C:26]([NH:1][CH2:2][CH2:3][CH2:4][N:5]2[CH2:10][CH2:9][CH2:8][CH2:7][CH2:6]2)=[O:27])=[CH:24][CH:23]=1, predict the reactants needed to synthesize it. The reactants are: [NH2:1][CH2:2][CH2:3][CH2:4][N:5]1[CH2:10][CH2:9][CH2:8][CH2:7][CH2:6]1.CCN(C(C)C)C(C)C.[CH3:20][O:21][C:22]1[CH:30]=[CH:29][C:25]([C:26](Cl)=[O:27])=[CH:24][CH:23]=1. (4) Given the product [Cl:22][C:23]1[CH:29]=[CH:28][C:26]([NH:27][C:50](=[O:51])[C:49]2[CH:53]=[CH:54][C:46]([S:43]([N:41]3[CH2:40][CH:39]([CH3:55])[O:38][CH:37]([CH3:36])[CH2:42]3)(=[O:45])=[O:44])=[CH:47][CH:48]=2)=[CH:25][C:24]=1[C:30]1[CH:35]=[CH:34][CH:33]=[CH:32][N:31]=1, predict the reactants needed to synthesize it. The reactants are: ClS(C1C=CC(C(O)=O)=CC=1)(=O)=O.CC1OC(C)CNC1.[Cl:22][C:23]1[CH:29]=[CH:28][C:26]([NH2:27])=[CH:25][C:24]=1[C:30]1[CH:35]=[CH:34][CH:33]=[CH:32][N:31]=1.[CH3:36][CH:37]1[CH2:42][N:41]([S:43]([C:46]2[CH:54]=[CH:53][C:49]([C:50](O)=[O:51])=[CH:48][CH:47]=2)(=[O:45])=[O:44])[CH2:40][CH:39]([CH3:55])[O:38]1. (5) Given the product [C:1]([C:3]1[CH:4]=[CH:5][C:6]([CH2:7][CH:8](/[CH:21]=[CH:22]/[C:23]2[CH:28]=[CH:27][CH:26]=[CH:25][C:24]=2[O:29][CH2:33][C:34]2[CH:35]=[CH:36][C:37]([C:40]3[CH:45]=[CH:44][C:43]([C:46]([F:47])([F:48])[F:49])=[CH:42][CH:41]=3)=[CH:38][CH:39]=2)[CH2:9][CH2:10][C:11]2[CH:20]=[CH:19][C:14]([C:15]([O:17][CH3:18])=[O:16])=[CH:13][CH:12]=2)=[CH:30][CH:31]=1)#[N:2], predict the reactants needed to synthesize it. The reactants are: [C:1]([C:3]1[CH:31]=[CH:30][C:6]([CH2:7][CH:8](/[CH:21]=[CH:22]/[C:23]2[CH:28]=[CH:27][CH:26]=[CH:25][C:24]=2[OH:29])[CH2:9][CH2:10][C:11]2[CH:20]=[CH:19][C:14]([C:15]([O:17][CH3:18])=[O:16])=[CH:13][CH:12]=2)=[CH:5][CH:4]=1)#[N:2].Cl[CH2:33][C:34]1[CH:39]=[CH:38][C:37]([C:40]2[CH:45]=[CH:44][C:43]([C:46]([F:49])([F:48])[F:47])=[CH:42][CH:41]=2)=[CH:36][CH:35]=1.C(=O)([O-])[O-].[K+].[K+]. (6) Given the product [CH2:23]([O:22][C:16]1[N:15]2[N:14]=[C:32]([CH3:33])[C:31]([C:30]([O:35][CH2:36][CH3:37])=[O:34])=[C:20]2[CH:19]=[C:18]([CH3:21])[CH:17]=1)[C:24]1[CH:25]=[CH:26][CH:27]=[CH:28][CH:29]=1, predict the reactants needed to synthesize it. The reactants are: CC1C=C(C)C=C(C)C=1S([O-])(=O)=O.[NH2:14][N+:15]1[CH:20]=[CH:19][C:18]([CH3:21])=[CH:17][C:16]=1[O:22][CH2:23][C:24]1[CH:29]=[CH:28][CH:27]=[CH:26][CH:25]=1.[C:30]([O:35][CH2:36][CH3:37])(=[O:34])[C:31]#[C:32][CH3:33].C(=O)([O-])[O-].[K+].[K+].O. (7) Given the product [Cl:17][C:12]1[C:11]([C:6]2[C:5]([C:3]([OH:4])=[O:2])=[C:9]([CH3:10])[O:8][N:7]=2)=[CH:16][CH:15]=[CH:14][N:13]=1, predict the reactants needed to synthesize it. The reactants are: C[O:2][C:3]([C:5]1[C:6]([C:11]2[C:12]([Cl:17])=[N:13][CH:14]=[CH:15][CH:16]=2)=[N:7][O:8][C:9]=1[CH3:10])=[O:4].[OH-].[Na+].C(O)C. (8) The reactants are: [C:1]([O:5][C:6]([N:8]([CH3:24])[C:9]1([CH3:23])[CH2:12][N:11](C(OCC2C=CC=CC=2)=O)[CH2:10]1)=[O:7])([CH3:4])([CH3:3])[CH3:2].[H][H]. Given the product [CH3:24][N:8]([C:9]1([CH3:23])[CH2:10][NH:11][CH2:12]1)[C:6](=[O:7])[O:5][C:1]([CH3:4])([CH3:2])[CH3:3], predict the reactants needed to synthesize it.